This data is from Peptide-MHC class I binding affinity with 185,985 pairs from IEDB/IMGT. The task is: Regression. Given a peptide amino acid sequence and an MHC pseudo amino acid sequence, predict their binding affinity value. This is MHC class I binding data. (1) The peptide sequence is IIFIFSTL. The MHC is H-2-Kb with pseudo-sequence H-2-Kb. The binding affinity (normalized) is 0.984. (2) The peptide sequence is GEIFGLLGP. The MHC is HLA-A26:02 with pseudo-sequence HLA-A26:02. The binding affinity (normalized) is 0.0847. (3) The peptide sequence is KRLLLKLDF. The MHC is HLA-B07:02 with pseudo-sequence HLA-B07:02. The binding affinity (normalized) is 0.0847. (4) The peptide sequence is RLLIWAYLSK. The MHC is HLA-A02:02 with pseudo-sequence HLA-A02:02. The binding affinity (normalized) is 0.0154. (5) The peptide sequence is MMAWRMMRY. The MHC is HLA-A29:02 with pseudo-sequence HLA-A29:02. The binding affinity (normalized) is 1.00. (6) The peptide sequence is YGFSDPLTF. The MHC is HLA-B52:01 with pseudo-sequence HLA-B52:01. The binding affinity (normalized) is 0.887.